Task: Predict the reaction yield, written as a fraction of the theoretical maximum amount of product (1.0 means a 100% yield; for example, 0.34 means a 34% yield).. Dataset: Reaction yield outcomes from USPTO patents with 853,638 reactions (1) The reactants are Cl[CH2:2][C:3]1[CH:12]=[CH:11][C:6]2[O:7][CH2:8][CH2:9][O:10][C:5]=2[CH:4]=1.[C-:13]#[N:14].[Na+].O. The catalyst is CS(C)=O. The product is [O:7]1[CH2:8][CH2:9][O:10][C:5]2[CH:4]=[C:3]([CH2:2][C:13]#[N:14])[CH:12]=[CH:11][C:6]1=2. The yield is 0.860. (2) The reactants are [Cl:1][CH2:2][C:3]([C:5]1[CH:6]=[CH:7][C:8]2[O:13][CH2:12][C:11](=[O:14])[NH:10][C:9]=2[CH:15]=1)=O.FC(F)(F)C(O)=O.C([SiH](CC)CC)C. The yield is 0.930. The catalyst is CCOC(C)=O. The product is [Cl:1][CH2:2][CH2:3][C:5]1[CH:6]=[CH:7][C:8]2[O:13][CH2:12][C:11](=[O:14])[NH:10][C:9]=2[CH:15]=1.